From a dataset of Peptide-MHC class I binding affinity with 185,985 pairs from IEDB/IMGT. Regression. Given a peptide amino acid sequence and an MHC pseudo amino acid sequence, predict their binding affinity value. This is MHC class I binding data. (1) The peptide sequence is NVIGLIVIL. The MHC is HLA-A02:02 with pseudo-sequence HLA-A02:02. The binding affinity (normalized) is 0.589. (2) The peptide sequence is SFYKNLIW. The MHC is HLA-A24:02 with pseudo-sequence HLA-A24:02. The binding affinity (normalized) is 0.545. (3) The MHC is HLA-A01:01 with pseudo-sequence HLA-A01:01. The binding affinity (normalized) is 0.0847. The peptide sequence is YRYTYRCHR. (4) The peptide sequence is ETESVNSNY. The MHC is HLA-A02:01 with pseudo-sequence HLA-A02:01. The binding affinity (normalized) is 0.0847. (5) The peptide sequence is EMSLADYLY. The MHC is HLA-B46:01 with pseudo-sequence HLA-B46:01. The binding affinity (normalized) is 0.0847.